Dataset: Catalyst prediction with 721,799 reactions and 888 catalyst types from USPTO. Task: Predict which catalyst facilitates the given reaction. (1) Reactant: [CH3:1][O-].[Na+].C=O.[NH2:6][C:7]1[N:12]=[C:11]([CH3:13])[C:10]([CH2:14][NH:15][C:16](=[O:35])[C:17]2[CH:22]=[CH:21][N:20]=[C:19]([CH2:23][C:24]3[CH:25]=[C:26]4[C:31](=[CH:32][CH:33]=3)[N:30]=[CH:29][C:28]([Cl:34])=[CH:27]4)[CH:18]=2)=[CH:9][CH:8]=1.[BH4-].[Na+]. Product: [Cl:34][C:28]1[CH:29]=[N:30][C:31]2[C:26]([CH:27]=1)=[CH:25][C:24]([CH2:23][C:19]1[CH:18]=[C:17]([CH:22]=[CH:21][N:20]=1)[C:16]([NH:15][CH2:14][C:10]1[C:11]([CH3:13])=[N:12][C:7]([NH:6][CH3:1])=[CH:8][CH:9]=1)=[O:35])=[CH:33][CH:32]=2. The catalyst class is: 5. (2) Reactant: [C:1]([O:5][C:6](=[O:18])[NH:7][CH2:8][CH2:9][N:10]1[C:14](I)=[C:13]([I:16])[N:12]=[C:11]1I)([CH3:4])([CH3:3])[CH3:2].CC[Mg+].[Br-].CCOCC. Product: [C:1]([O:5][C:6](=[O:18])[NH:7][CH2:8][CH2:9][N:10]1[CH:14]=[C:13]([I:16])[N:12]=[CH:11]1)([CH3:4])([CH3:2])[CH3:3]. The catalyst class is: 61. (3) Reactant: Cl[C:2]1[CH:3]=[CH:4][C:5]([N+:15]([O-:17])=[O:16])=[C:6]([NH:8][C:9](=[O:14])[C:10]([CH3:13])([CH3:12])[CH3:11])[CH:7]=1.[CH3:18][C:19]([SH:22])([CH3:21])[CH3:20].C(=O)([O-])[O-].[K+].[K+].O. Product: [C:19]([S:22][C:2]1[CH:3]=[CH:4][C:5]([N+:15]([O-:17])=[O:16])=[C:6]([NH:8][C:9](=[O:14])[C:10]([CH3:13])([CH3:12])[CH3:11])[CH:7]=1)([CH3:21])([CH3:20])[CH3:18]. The catalyst class is: 9. (4) Reactant: [F:1][C:2]([F:20])([F:19])[C:3]([CH2:7][C:8]1([CH3:18])[C:17]2[C:12](=[CH:13][CH:14]=[CH:15][CH:16]=2)[CH2:11][CH2:10][CH2:9]1)([OH:6])[CH2:4][OH:5].C(N(CC)CC)C.[Cl-].[NH4+]. The catalyst class is: 764. Product: [F:1][C:2]([F:19])([F:20])[C:3]([OH:6])([CH2:7][C:8]1([CH3:18])[C:17]2[C:12](=[CH:13][CH:14]=[CH:15][CH:16]=2)[CH2:11][CH2:10][CH2:9]1)[CH:4]=[O:5]. (5) Reactant: [F:1][C:2]1[CH:7]=[CH:6][C:5]([C:8]2[C:9]3[CH:21]=[CH:20][C:19](=[O:22])[N:18]([C:23]4[CH:28]=[CH:27][CH:26]=[CH:25][C:24]=4[F:29])[C:10]=3[N:11]=[C:12](S(C)(=O)=O)[N:13]=2)=[C:4]([CH3:30])[CH:3]=1.[NH2:31][C:32]([CH3:36])([CH3:35])[CH2:33][OH:34]. Product: [CH3:35][C:32]([NH:31][C:12]1[N:13]=[C:8]([C:5]2[CH:6]=[CH:7][C:2]([F:1])=[CH:3][C:4]=2[CH3:30])[C:9]2[CH:21]=[CH:20][C:19](=[O:22])[N:18]([C:23]3[CH:28]=[CH:27][CH:26]=[CH:25][C:24]=3[F:29])[C:10]=2[N:11]=1)([CH3:36])[CH2:33][OH:34]. The catalyst class is: 1. (6) Reactant: [CH2:1]1[C:14]2[C:5](=[N:6][C:7]3[C:12]([C:13]=2[NH:15][CH2:16][CH2:17][CH2:18][CH2:19][CH2:20][CH2:21][CH2:22][CH2:23][CH2:24][NH2:25])=[CH:11][CH:10]=[CH:9][CH:8]=3)[CH2:4][CH2:3][CH2:2]1.Cl[C:27]1[C:28]2[C:33]([N:34]=[C:35]3[C:40]=1[CH:39]=[CH:38][CH:37]=[CH:36]3)=[CH:32][CH:31]=[CH:30][CH:29]=2. Product: [CH:11]1[C:12]2[C:7](=[N:6][C:5]3[C:14]([C:13]=2[NH:15][CH2:16][CH2:17][CH2:18][CH2:19][CH2:20][CH2:21][CH2:22][CH2:23][CH2:24][NH:25][C:27]2[C:28]4[C:33]([N:34]=[C:35]5[C:40]=2[CH2:39][CH2:38][CH2:37][CH2:36]5)=[CH:32][CH:31]=[CH:30][CH:29]=4)=[CH:1][CH:2]=[CH:3][CH:4]=3)[CH:8]=[CH:9][CH:10]=1. The catalyst class is: 709. (7) Reactant: [Cl:1][C:2]1[CH:3]=[C:4]([C:7]([O:9][N:10]=[C:11]([C@H:13]2[CH2:29][N:17]3[C:18](=[O:28])[C:19]4[CH:26]=[N:25][C:24]([F:27])=[CH:23][C:20]=4[CH2:21][CH2:22][C@@H:16]3[CH2:15][CH2:14]2)[NH2:12])=O)[NH:5][CH:6]=1. Product: [Cl:1][C:2]1[CH:3]=[C:4]([C:7]2[O:9][N:10]=[C:11]([CH:13]3[CH2:29][N:17]4[C:18](=[O:28])[C:19]5[CH:26]=[N:25][C:24]([F:27])=[CH:23][C:20]=5[CH2:21][CH2:22][CH:16]4[CH2:15][CH2:14]3)[N:12]=2)[NH:5][CH:6]=1. The catalyst class is: 287. (8) Reactant: [Cl:1][C:2]1[CH:3]=[C:4]([CH:7]=[CH:8][C:9]=1[Cl:10])[CH:5]=O.C([O:13][C:14](=O)[CH2:15][C:16]#[N:17])C.S(O)(O)(=O)=O.C[NH:25][C:26](=[NH:28])[SH:27].[C:29](=O)([O-])[O-].[K+].[K+]. Product: [Cl:1][C:2]1[CH:3]=[C:4]([C:5]2[N:28]=[C:26]([S:27][CH3:29])[N:25]=[C:14]([OH:13])[C:15]=2[C:16]#[N:17])[CH:7]=[CH:8][C:9]=1[Cl:10]. The catalyst class is: 8. (9) Reactant: [Mg].N#N.[Mg].C1COCC1.II.[Br:12][C:13]1[CH:18]=[CH:17][C:16]([C:19]2[CH:24]=[CH:23][CH:22]=[CH:21][CH:20]=2)=[CH:15][CH:14]=1.[CH2:25]([C@H:27]1[O:29][CH2:28]1)[Cl:26].Cl. Product: [Br:12][C:13]1[CH:14]=[CH:15][C:16]([C:19]2[CH:24]=[CH:23][CH:22]=[CH:21][CH:20]=2)=[CH:17][CH:18]=1.[C:16]1([C:19]2[CH:24]=[CH:23][CH:22]=[CH:21][CH:20]=2)[CH:17]=[CH:18][C:13]([CH2:28][C@H:27]([OH:29])[CH2:25][Cl:26])=[CH:14][CH:15]=1. The catalyst class is: 1.